Dataset: Full USPTO retrosynthesis dataset with 1.9M reactions from patents (1976-2016). Task: Predict the reactants needed to synthesize the given product. (1) Given the product [CH:42]1([CH2:43][C@@H:3]([C:1]([NH:13][NH:12][C:11]2[C:6]([F:5])=[C:7]([N:15]3[CH2:24][CH2:23][N:22]4[C@H:17]([CH2:18][O:19][CH2:20][CH2:21]4)[CH2:16]3)[N:8]=[C:9]([CH3:14])[N:10]=2)=[O:4])[CH2:46][N:47]([O:29][CH2:30][C:31]2[CH:37]=[CH:36][CH:41]=[CH:40][CH:39]=2)[CH:49]=[O:50])[CH2:40][CH2:41][CH2:36][CH2:37]1, predict the reactants needed to synthesize it. The reactants are: [CH:1]([OH:4])([CH3:3])C.[F:5][C:6]1[C:7]([N:15]2[CH2:24][CH2:23][N:22]3[C@H:17]([CH2:18][O:19][CH2:20][CH2:21]3)[CH2:16]2)=[N:8][C:9]([CH3:14])=[N:10][C:11]=1[NH:12][NH2:13].CN1[CH2:31][CH2:30][O:29]CC1.ON1[C:37]2N=[CH:39][CH:40]=[CH:41][C:36]=2N=N1.[CH2:42](Cl)[CH2:43]Cl.[CH3:46][N:47]([CH:49]=[O:50])C. (2) Given the product [F:1][C:2]1[C:7]([O:8][CH3:9])=[CH:6][C:5]([O:10][CH3:11])=[C:4]([F:12])[C:3]=1[C:13]1[N:18]=[C:17]2[NH:19][N:20]=[C:21]([C:31]3[CH:32]=[C:33]4[C:28](=[CH:29][CH:30]=3)[C:27](=[O:44])[N:26]([CH:23]([CH3:25])[CH3:24])[CH2:34]4)[C:16]2=[CH:15][N:14]=1, predict the reactants needed to synthesize it. The reactants are: [F:1][C:2]1[C:7]([O:8][CH3:9])=[CH:6][C:5]([O:10][CH3:11])=[C:4]([F:12])[C:3]=1[C:13]1[N:18]=[C:17]2[NH:19][N:20]=[C:21](I)[C:16]2=[CH:15][N:14]=1.[CH:23]([N:26]1[CH2:34][C:33]2[C:28](=[CH:29][CH:30]=[C:31](B3OC(C)(C)C(C)(C)O3)[CH:32]=2)[C:27]1=[O:44])([CH3:25])[CH3:24]. (3) Given the product [CH2:1]([O:3][C:4](=[O:35])[CH2:5][CH2:6][N:7]([C:8]([O:10][C:11]([CH3:14])([CH3:13])[CH3:12])=[O:9])[CH2:15][C:16]([N:18]1[C:26]2[C:21](=[CH:22][C:23]([OH:27])=[CH:24][CH:25]=2)[CH2:20][CH2:19]1)=[O:17])[CH3:2], predict the reactants needed to synthesize it. The reactants are: [CH2:1]([O:3][C:4](=[O:35])[CH2:5][CH2:6][N:7]([CH2:15][C:16]([N:18]1[C:26]2[C:21](=[CH:22][C:23]([O:27]CC3C=CC=CC=3)=[CH:24][CH:25]=2)[CH2:20][CH2:19]1)=[O:17])[C:8]([O:10][C:11]([CH3:14])([CH3:13])[CH3:12])=[O:9])[CH3:2]. (4) Given the product [C:11]([O:10][C:9]([NH:8][C:6]1[S:7][C:3]([CH2:2][P:16](=[O:23])([O:20][CH2:21][CH3:22])[O:17][CH2:18][CH3:19])=[CH:4][N:5]=1)=[O:15])([CH3:14])([CH3:13])[CH3:12], predict the reactants needed to synthesize it. The reactants are: Cl[CH2:2][C:3]1[S:7][C:6]([NH:8][C:9](=[O:15])[O:10][C:11]([CH3:14])([CH3:13])[CH3:12])=[N:5][CH:4]=1.[P:16]([O:23]CC)([O:20][CH2:21][CH3:22])[O:17][CH2:18][CH3:19]. (5) Given the product [ClH:47].[OH:4][C@@H:5]([C:20]1[S:21][CH:22]=[C:23]([C:25]([NH:27][C@@H:28]([CH2:37][C:38]2[CH:43]=[CH:42][CH:41]=[CH:40][CH:39]=2)[CH2:29][C@H:30]([CH3:36])[C:31]([O:33][CH2:34][CH3:35])=[O:32])=[O:26])[N:24]=1)[CH2:6][C@@H:7]([NH:11][CH3:12])[CH:8]([CH3:9])[CH3:10], predict the reactants needed to synthesize it. The reactants are: C([O:4][C@@H:5]([C:20]1[S:21][CH:22]=[C:23]([C:25]([NH:27][C@@H:28]([CH2:37][C:38]2[CH:43]=[CH:42][CH:41]=[CH:40][CH:39]=2)[CH2:29][C@H:30]([CH3:36])[C:31]([O:33][CH2:34][CH3:35])=[O:32])=[O:26])[N:24]=1)[CH2:6][C@@H:7]([N:11](C(OC(C)(C)C)=O)[CH3:12])[CH:8]([CH3:10])[CH3:9])(=O)C.C(O)C.[ClH:47]. (6) The reactants are: C([NH:5][S:6]([C:9]1[CH:10]=[C:11]([C:15]2[CH:20]=[CH:19][CH:18]=[C:17]([C:21]3[CH2:22][C:23](=[O:39])[NH:24][C:25]4[CH:31]=[C:30]([C:32]5[CH:37]=[CH:36][CH:35]=[CH:34][C:33]=5[F:38])[CH:29]=[CH:28][C:26]=4[N:27]=3)[CH:16]=2)[CH:12]=[CH:13][CH:14]=1)(=[O:8])=[O:7])(C)(C)C.C(O)(C(F)(F)F)=O. Given the product [F:38][C:33]1[CH:34]=[CH:35][CH:36]=[CH:37][C:32]=1[C:30]1[CH:29]=[CH:28][C:26]2[N:27]=[C:21]([C:17]3[CH:16]=[C:15]([C:11]4[CH:12]=[CH:13][CH:14]=[C:9]([S:6]([NH2:5])(=[O:7])=[O:8])[CH:10]=4)[CH:20]=[CH:19][CH:18]=3)[CH2:22][C:23](=[O:39])[NH:24][C:25]=2[CH:31]=1, predict the reactants needed to synthesize it. (7) The reactants are: CC1C(C#N)=[CH:4][C:5]2[N:9]=[CH:8][N:7]([CH:10]3[CH2:15][CH2:14][CH2:13][CH2:12][O:11]3)C=2C=1.[CH3:19][Mg+].[Br-].[C:22]([OH:34])(=O)[CH2:23][C:24]([CH2:29][C:30](O)=O)([C:26](O)=O)O. Given the product [CH3:26][C:24]1[C:23]([C:22](=[O:34])[CH3:19])=[CH:4][C:5]2[N:9]=[CH:8][N:7]([CH:10]3[CH2:15][CH2:14][CH2:13][CH2:12][O:11]3)[C:30]=2[CH:29]=1, predict the reactants needed to synthesize it. (8) Given the product [CH:15]([O:18][C:19]1[CH:20]=[C:21]([CH:23]=[CH:24][CH:25]=1)[NH:22][C:2]1[CH:7]=[C:6]([CH3:8])[N:5]=[C:4]([C:9]2[CH:14]=[CH:13][CH:12]=[CH:11][N:10]=2)[N:3]=1)([CH3:17])[CH3:16], predict the reactants needed to synthesize it. The reactants are: Cl[C:2]1[CH:7]=[C:6]([CH3:8])[N:5]=[C:4]([C:9]2[CH:14]=[CH:13][CH:12]=[CH:11][N:10]=2)[N:3]=1.[CH:15]([O:18][C:19]1[CH:20]=[C:21]([CH:23]=[CH:24][CH:25]=1)[NH2:22])([CH3:17])[CH3:16].